From a dataset of Peptide-MHC class I binding affinity with 185,985 pairs from IEDB/IMGT. Regression. Given a peptide amino acid sequence and an MHC pseudo amino acid sequence, predict their binding affinity value. This is MHC class I binding data. (1) The peptide sequence is CICYGSYSLY. The MHC is HLA-A03:01 with pseudo-sequence HLA-A03:01. The binding affinity (normalized) is 1.00. (2) The MHC is HLA-B18:01 with pseudo-sequence HLA-B18:01. The binding affinity (normalized) is 0.0847. The peptide sequence is SVKEKDMTK.